This data is from Full USPTO retrosynthesis dataset with 1.9M reactions from patents (1976-2016). The task is: Predict the reactants needed to synthesize the given product. (1) Given the product [CH:11]1([CH2:10][CH2:9][C:8]([N:7]([C:17]2[CH:18]=[CH:19][C:20]3[C:25](=[O:26])[O:24][C:23]([CH3:27])([CH3:28])[O:22][C:21]=3[CH:29]=2)[CH2:6][C:5]2[CH:4]=[CH:3][C:2]([C:43]#[C:42][C:39]3[CH:40]=[CH:41][C:36]([O:35][CH2:32][CH2:33][CH3:34])=[CH:37][CH:38]=3)=[CH:31][CH:30]=2)=[O:16])[CH2:15][CH2:14][CH2:13][CH2:12]1, predict the reactants needed to synthesize it. The reactants are: Br[C:2]1[CH:31]=[CH:30][C:5]([CH2:6][N:7]([C:17]2[CH:18]=[CH:19][C:20]3[C:25](=[O:26])[O:24][C:23]([CH3:28])([CH3:27])[O:22][C:21]=3[CH:29]=2)[C:8](=[O:16])[CH2:9][CH2:10][CH:11]2[CH2:15][CH2:14][CH2:13][CH2:12]2)=[CH:4][CH:3]=1.[CH2:32]([O:35][C:36]1[CH:41]=[CH:40][C:39]([C:42]#[CH:43])=[CH:38][CH:37]=1)[CH2:33][CH3:34]. (2) Given the product [Cl:1][C:2]1[CH:7]=[CH:6][C:5]([C:8]2[N:9]([CH3:34])[N:10]=[CH:11][C:12]=2[C:13]2[CH:18]=[CH:17][N:16]=[C:15]([NH:19][C:20]3[CH:21]=[CH:22][C:23]([CH2:26][N:27]4[CH2:28][CH2:29][N:30]([CH3:33])[CH2:31][CH2:32]4)=[CH:24][CH:25]=3)[N:14]=2)=[CH:4][CH:3]=1, predict the reactants needed to synthesize it. The reactants are: [Cl:1][C:2]1[CH:7]=[CH:6][C:5]([C:8]2[C:12]([C:13]3[CH:18]=[CH:17][N:16]=[C:15]([NH:19][C:20]4[CH:25]=[CH:24][C:23]([CH2:26][N:27]5[CH2:32][CH2:31][N:30]([CH3:33])[CH2:29][CH2:28]5)=[CH:22][CH:21]=4)[N:14]=3)=[CH:11][NH:10][N:9]=2)=[CH:4][CH:3]=1.[CH3:34]O. (3) Given the product [N+:16]([C:3]1[CH:4]=[C:5]([CH:14]=[CH:15][C:2]=1[NH:31][C:30]1[CH:32]=[CH:33][CH:34]=[C:28]([N:25]2[CH2:24][CH2:23][N:22]([C:19](=[O:21])[CH3:20])[CH2:27][CH2:26]2)[CH:29]=1)[C:6]([O:8][CH2:9][CH2:10][N:11]([CH3:13])[CH3:12])=[O:7])([O-:18])=[O:17], predict the reactants needed to synthesize it. The reactants are: Cl[C:2]1[CH:15]=[CH:14][C:5]([C:6]([O:8][CH2:9][CH2:10][N:11]([CH3:13])[CH3:12])=[O:7])=[CH:4][C:3]=1[N+:16]([O-:18])=[O:17].[C:19]([N:22]1[CH2:27][CH2:26][N:25]([C:28]2[CH:29]=[C:30]([CH:32]=[CH:33][CH:34]=2)[NH2:31])[CH2:24][CH2:23]1)(=[O:21])[CH3:20].C(N(CC)CC)C. (4) Given the product [CH3:31][N:32]([CH3:38])[CH2:33][C:34]#[C:35][CH2:36][NH:37][C:28]([C:25]1[S:24][C:20]2[N:21]=[CH:22][N:23]=[C:18]([NH:17][C:11]3[CH:12]=[CH:13][C:14]([F:16])=[CH:15][C:10]=3[O:9][C@H:7]3[CH2:8][C@H:5]([NH:4][C:1](=[O:3])[CH3:2])[CH2:6]3)[C:19]=2[C:26]=1[CH3:27])=[O:30], predict the reactants needed to synthesize it. The reactants are: [C:1]([NH:4][C@H:5]1[CH2:8][C@H:7]([O:9][C:10]2[CH:15]=[C:14]([F:16])[CH:13]=[CH:12][C:11]=2[NH:17][C:18]2[C:19]3[C:26]([CH3:27])=[C:25]([C:28]([OH:30])=O)[S:24][C:20]=3[N:21]=[CH:22][N:23]=2)[CH2:6]1)(=[O:3])[CH3:2].[CH3:31][N:32]([CH3:38])[CH2:33][C:34]#[C:35][CH2:36][NH2:37]. (5) Given the product [Cl:1][C:2]1[NH:7][CH:6]([CH3:8])[N:5]=[C:4]2[N:9]([C:13]3[C:18]([CH3:19])=[CH:17][C:16]([CH3:20])=[CH:15][C:14]=3[CH3:21])[C:10]([CH3:12])=[C:11]([C:28](=[O:29])[CH2:27][Cl:26])[C:3]=12, predict the reactants needed to synthesize it. The reactants are: [Cl:1][C:2]1[NH:7][CH:6]([CH3:8])[N:5]=[C:4]2[N:9]([C:13]3[C:18]([CH3:19])=[CH:17][C:16]([CH3:20])=[CH:15][C:14]=3[CH3:21])[C:10]([CH3:12])=[CH:11][C:3]=12.[Cl-].[Al+3].[Cl-].[Cl-].[Cl:26][CH2:27][C:28](Cl)=[O:29]. (6) Given the product [CH3:1][C:2]1[CH:3]=[CH:4][C:5]([NH:21][C:22]([C:24]2[CH:29]=[CH:28][C:27]([CH2:30][N:31]3[CH2:32][CH2:33][N:34]([CH3:37])[CH2:35][CH2:36]3)=[CH:26][CH:25]=2)=[O:23])=[CH:6][C:7]=1[NH:8][C:9]1[N:10]=[CH:11][CH:12]=[C:13]([C:15]2[CH:16]=[CH:17][CH:18]=[N:19][CH:20]=2)[N:14]=1, predict the reactants needed to synthesize it. The reactants are: [CH3:1][C:2]1[CH:3]=[CH:4][C:5]([NH:21][C:22]([C:24]2[CH:25]=[CH:26][C:27]([CH2:30][N:31]3[CH2:36][CH2:35][N:34]([CH3:37])[CH2:33][CH2:32]3)=[CH:28][CH:29]=2)=[O:23])=[CH:6][C:7]=1[NH:8][C:9]1[N:10]=[CH:11][CH:12]=[C:13]([C:15]2[CH:16]=[CH:17][CH:18]=[N:19][CH:20]=2)[N:14]=1.CS(O)(=O)=O.C([O-])(=O)CCCCCCCCCCCCCCCCC.[Mg+2].C([O-])(=O)CCCCCCCCCCCCCCCCC.[Si](=O)=O. (7) The reactants are: [C:1]([S:5][CH2:6][C:7]1[CH:8]=[C:9]([NH:22][C:23](=[O:28])[C:24]([CH3:27])([CH3:26])[CH3:25])[CH:10]=[CH:11][C:12]=1[CH2:13][N:14]1[CH:18]=[C:17]([CH2:19][C:20]#N)[CH:16]=[N:15]1)([CH3:4])([CH3:3])[CH3:2].S(=O)(=O)(O)[OH:30].[C:34](Cl)(=[O:36])[CH3:35]. Given the product [CH2:34]([O:36][C:20](=[O:30])[CH2:19][C:17]1[CH:16]=[N:15][N:14]([CH2:13][C:12]2[CH:11]=[CH:10][C:9]([NH:22][C:23](=[O:28])[C:24]([CH3:27])([CH3:26])[CH3:25])=[CH:8][C:7]=2[CH2:6][S:5][C:1]([CH3:2])([CH3:3])[CH3:4])[CH:18]=1)[CH3:35], predict the reactants needed to synthesize it. (8) Given the product [F:29][C:30]1[CH:31]=[C:32]([C:2]2[C:3]([N:23]3[CH2:27][CH2:26][C@@H:25]([OH:28])[CH2:24]3)=[N:4][CH:5]=[C:6]([C:7]([NH:9][C:10]3[CH:15]=[CH:14][C:13]([S:16][C:17]([F:19])([F:20])[F:18])=[C:12]([F:21])[CH:11]=3)=[O:8])[CH:22]=2)[CH:33]=[N:34][CH:35]=1, predict the reactants needed to synthesize it. The reactants are: Br[C:2]1[C:3]([N:23]2[CH2:27][CH2:26][C@@H:25]([OH:28])[CH2:24]2)=[N:4][CH:5]=[C:6]([CH:22]=1)[C:7]([NH:9][C:10]1[CH:15]=[CH:14][C:13]([S:16][C:17]([F:20])([F:19])[F:18])=[C:12]([F:21])[CH:11]=1)=[O:8].[F:29][C:30]1[CH:31]=[C:32](B(O)O)[CH:33]=[N:34][CH:35]=1. (9) Given the product [ClH:14].[CH3:2][N:3]([CH3:10])[CH2:4]/[CH:5]=[CH:6]/[C:7]([Cl:1])=[O:8], predict the reactants needed to synthesize it. The reactants are: [ClH:1].[CH3:2][N:3]([CH3:10])[CH2:4]/[CH:5]=[CH:6]/[C:7](O)=[O:8].C(Cl)(=O)C([Cl:14])=O. (10) Given the product [CH2:18]([O:20][C:21]([C@H:23]1[CH2:27][CH2:26][CH2:25][N:24]1[C:28]([S:15][C:11]1[CH:12]=[CH:13][CH:14]=[C:9]([O:8][Si:7]([C:3]([CH3:6])([CH3:5])[CH3:4])([CH3:17])[CH3:16])[CH:10]=1)=[O:29])=[O:22])[CH3:19], predict the reactants needed to synthesize it. The reactants are: [H-].[Na+].[C:3]([Si:7]([CH3:17])([CH3:16])[O:8][C:9]1[CH:10]=[C:11]([SH:15])[CH:12]=[CH:13][CH:14]=1)([CH3:6])([CH3:5])[CH3:4].[CH2:18]([O:20][C:21]([C@H:23]1[CH2:27][CH2:26][CH2:25][N:24]1[C:28](Cl)=[O:29])=[O:22])[CH3:19].